Dataset: Reaction yield outcomes from USPTO patents with 853,638 reactions. Task: Predict the reaction yield, written as a fraction of the theoretical maximum amount of product (1.0 means a 100% yield; for example, 0.34 means a 34% yield). (1) The reactants are C[O:2][C:3](=[O:33])[C:4]1[CH:9]=[C:8]([Cl:10])[C:7]([NH:11][C:12]2[S:13][C:14]3[N:15]=[CH:16][N:17]=[C:18]([NH:21][C:22]4[CH:27]=[CH:26][C:25]([C:28]([F:31])([F:30])[F:29])=[CH:24][CH:23]=4)[C:19]=3[N:20]=2)=[C:6]([Cl:32])[CH:5]=1.O.[OH-].[Li+]. The catalyst is C1COCC1.O.CC(O)=O. The product is [Cl:32][C:6]1[CH:5]=[C:4]([CH:9]=[C:8]([Cl:10])[C:7]=1[NH:11][C:12]1[S:13][C:14]2[N:15]=[CH:16][N:17]=[C:18]([NH:21][C:22]3[CH:23]=[CH:24][C:25]([C:28]([F:31])([F:29])[F:30])=[CH:26][CH:27]=3)[C:19]=2[N:20]=1)[C:3]([OH:33])=[O:2]. The yield is 0.720. (2) The reactants are [C:1]([C:5]1[CH:10]=[CH:9][C:8]([NH:11][C:12](=[O:22])[C:13]2[CH:18]=[CH:17][C:16]([C:19](=[O:21])[CH3:20])=[CH:15][CH:14]=2)=[CH:7][CH:6]=1)([CH3:4])([CH3:3])[CH3:2].[CH2:23](O)[CH2:24][CH2:25][OH:26].C1(C)C=CC(S(O)(=O)=O)=CC=1.C1(C)C=CC=CC=1. The catalyst is O. The product is [C:1]([C:5]1[CH:10]=[CH:9][C:8]([NH:11][C:12](=[O:22])[C:13]2[CH:14]=[CH:15][C:16]([C:19]3([CH3:20])[O:26][CH2:25][CH2:24][CH2:23][O:21]3)=[CH:17][CH:18]=2)=[CH:7][CH:6]=1)([CH3:4])([CH3:2])[CH3:3]. The yield is 0.570. (3) The reactants are [CH3:1][O:2][C:3]1[CH:4]=[C:5]2[C:10](=[CH:11][CH:12]=1)[O:9][C:8](=[O:13])[CH2:7][CH2:6]2.[H-].C([Al+]CC(C)C)C(C)C.C(OCC)(=O)C.[C@H](O)(C([O-])=O)[C@@H](O)C([O-])=O.[Na+].[K+]. The catalyst is ClCCl.C1(C)C=CC=CC=1. The product is [CH3:1][O:2][C:3]1[CH:4]=[C:5]2[C:10](=[CH:11][CH:12]=1)[O:9][CH:8]([OH:13])[CH2:7][CH2:6]2. The yield is 0.780. (4) The reactants are Br[C:2]1[C:3]([NH2:22])=[N:4][CH:5]=[C:6]([C:8]2[CH:13]=[CH:12][C:11]([O:14][Si:15]([C:18]([CH3:21])([CH3:20])[CH3:19])([CH3:17])[CH3:16])=[CH:10][CH:9]=2)[N:7]=1.[C:23]1([C:29](B(O)O)=[CH2:30])[CH:28]=[CH:27][CH:26]=[CH:25][CH:24]=1.C([O-])([O-])=O.[Na+].[Na+].O. The catalyst is C1(C)C=CC=CC=1.C(O)C.Cl[Pd](Cl)([P](C1C=CC=CC=1)(C1C=CC=CC=1)C1C=CC=CC=1)[P](C1C=CC=CC=1)(C1C=CC=CC=1)C1C=CC=CC=1. The product is [Si:15]([O:14][C:11]1[CH:12]=[CH:13][C:8]([C:6]2[N:7]=[C:2]([C:29]([C:23]3[CH:28]=[CH:27][CH:26]=[CH:25][CH:24]=3)=[CH2:30])[C:3]([NH2:22])=[N:4][CH:5]=2)=[CH:9][CH:10]=1)([C:18]([CH3:21])([CH3:20])[CH3:19])([CH3:17])[CH3:16]. The yield is 0.782. (5) The reactants are [CH:1]([C:3]1[C:4]([NH:15][CH2:16][CH2:17][NH:18][C:19](=[O:21])[CH3:20])=[N:5][C:6]2[C:11]([CH:12]=1)=[CH:10][C:9]([O:13][CH3:14])=[CH:8][CH:7]=2)=[O:2].[BH4-].[Na+]. The catalyst is C1COCC1. The product is [OH:2][CH2:1][C:3]1[C:4]([NH:15][CH2:16][CH2:17][NH:18][C:19](=[O:21])[CH3:20])=[N:5][C:6]2[C:11]([CH:12]=1)=[CH:10][C:9]([O:13][CH3:14])=[CH:8][CH:7]=2. The yield is 0.930.